From a dataset of Full USPTO retrosynthesis dataset with 1.9M reactions from patents (1976-2016). Predict the reactants needed to synthesize the given product. (1) Given the product [Br:16][C:17]1[CH:18]=[C:19]([NH:20][C:9](=[O:10])[O:11][C:12]([CH3:13])([CH3:14])[CH3:15])[CH:21]=[CH:22][CH:23]=1, predict the reactants needed to synthesize it. The reactants are: [C:12]([O:11][C:9](O[C:9]([O:11][C:12]([CH3:15])([CH3:14])[CH3:13])=[O:10])=[O:10])([CH3:15])([CH3:14])[CH3:13].[Br:16][C:17]1[CH:18]=[C:19]([CH:21]=[CH:22][CH:23]=1)[NH2:20]. (2) Given the product [C:4]([O:3][C:1]([N:8]1[CH2:16][CH2:15][CH:11]([CH2:12][OH:13])[CH2:10][CH2:9]1)=[O:2])([CH3:7])([CH3:6])[CH3:5], predict the reactants needed to synthesize it. The reactants are: [C:1]([N:8]1[CH2:16][CH2:15][CH:11]([C:12](O)=[O:13])[CH2:10][CH2:9]1)([O:3][C:4]([CH3:7])([CH3:6])[CH3:5])=[O:2]. (3) Given the product [F:26][C:27]1([F:32])[CH2:30][CH:29]([NH:31][C:20]([C:15]2[CH:14]=[CH:13][C:12]3[C:17](=[CH:18][CH:19]=[C:10]([O:9][C:6]4[CH:5]=[CH:4][C:3]([C:2]([F:24])([F:1])[F:23])=[CH:8][N:7]=4)[CH:11]=3)[N:16]=2)=[O:22])[CH2:28]1, predict the reactants needed to synthesize it. The reactants are: [F:1][C:2]([F:24])([F:23])[C:3]1[CH:4]=[CH:5][C:6]([O:9][C:10]2[CH:11]=[C:12]3[C:17](=[CH:18][CH:19]=2)[N:16]=[C:15]([C:20]([OH:22])=O)[CH:14]=[CH:13]3)=[N:7][CH:8]=1.Cl.[F:26][C:27]1([F:32])[CH2:30][CH:29]([NH2:31])[CH2:28]1.N1(C(OC(C)(C)C)=O)CCNCC1. (4) Given the product [CH3:17][NH:16][C:14](=[O:15])[C:13]1[CH:18]=[CH:19][CH:20]=[C:11]([C:9]2[CH:8]=[CH:7][N:6]3[C:2]([C:30]4[CH:29]=[CH:28][CH:27]=[C:26]([N:21]5[CH:25]=[CH:24][CH:23]=[N:22]5)[CH:31]=4)=[CH:3][N:4]=[C:5]3[CH:10]=2)[CH:12]=1, predict the reactants needed to synthesize it. The reactants are: Br[C:2]1[N:6]2[CH:7]=[CH:8][C:9]([C:11]3[CH:12]=[C:13]([CH:18]=[CH:19][CH:20]=3)[C:14]([NH:16][CH3:17])=[O:15])=[CH:10][C:5]2=[N:4][CH:3]=1.[N:21]1([C:26]2[CH:27]=[C:28](B(O)O)[CH:29]=[CH:30][CH:31]=2)[CH:25]=[CH:24][CH:23]=[N:22]1.O.C([O-])([O-])=O.[Na+].[Na+].